This data is from Reaction yield outcomes from USPTO patents with 853,638 reactions. The task is: Predict the reaction yield, written as a fraction of the theoretical maximum amount of product (1.0 means a 100% yield; for example, 0.34 means a 34% yield). The reactants are [I:1][C:2]1[C:12]2[CH2:11][CH2:10][NH:9][CH2:8][CH2:7][C:6]=2[CH:5]=[C:4]([N+:13]([O-:15])=[O:14])[CH:3]=1.CCN(C(C)C)C(C)C.[F:25][C:26]([F:37])([F:36])[C:27](O[C:27](=[O:28])[C:26]([F:37])([F:36])[F:25])=[O:28]. The catalyst is ClCCl. The product is [I:1][C:2]1[C:12]2[CH2:11][CH2:10][N:9]([C:27](=[O:28])[C:26]([F:37])([F:36])[F:25])[CH2:8][CH2:7][C:6]=2[CH:5]=[C:4]([N+:13]([O-:15])=[O:14])[CH:3]=1. The yield is 0.900.